From a dataset of Forward reaction prediction with 1.9M reactions from USPTO patents (1976-2016). Predict the product of the given reaction. (1) Given the reactants [ClH:1].C[C:3]1[C:7]([N+:8]([O-])=O)=[C:6]([C:11]([NH2:13])=[O:12])[N:5]([CH2:14][C:15]2[CH:20]=[CH:19][C:18]([O:21][CH3:22])=[CH:17][CH:16]=2)[N:4]=1.C(=O)([O-])[O-].[K+].[K+].Cl.C(OCC)(=O)C, predict the reaction product. The product is: [ClH:1].[NH2:8][C:7]1[CH:3]=[N:4][N:5]([CH2:14][C:15]2[CH:20]=[CH:19][C:18]([O:21][CH3:22])=[CH:17][CH:16]=2)[C:6]=1[C:11]([NH2:13])=[O:12]. (2) Given the reactants [Cl:1][C:2]1[CH:3]=[C:4]([CH:14]=[CH:15][C:16]=1[Cl:17])[CH2:5][N:6]1[CH2:11][CH2:10][O:9][C@@H:8]([CH2:12][NH2:13])[CH2:7]1.N1C=CC=CC=1.[C:24](Cl)(=[O:29])[CH2:25][CH2:26][CH2:27][CH3:28], predict the reaction product. The product is: [Cl:1][C:2]1[CH:3]=[C:4]([CH:14]=[CH:15][C:16]=1[Cl:17])[CH2:5][N:6]1[CH2:11][CH2:10][O:9][C@@H:8]([CH2:12][NH:13][C:24](=[O:29])[CH2:25][CH2:26][CH2:27][CH3:28])[CH2:7]1. (3) The product is: [Cl:57][C:55]1[CH:54]=[CH:53][C:52]([F:58])=[C:51]([C:48]2[CH:47]=[CH:46][C:45]([CH2:44][C@@H:35]([NH:34][C:7]([C:4]3[O:3][C:2](=[O:1])[NH:6][CH:5]=3)=[O:9])[CH2:36][C@:37]([CH2:42][OH:43])([CH3:41])[C:38]([OH:40])=[O:39])=[CH:50][CH:49]=2)[CH:56]=1. Given the reactants [O:1]=[C:2]1[NH:6][CH:5]=[C:4]([C:7]([OH:9])=O)[O:3]1.CN(C(ON1N=NC2C=CC=NC1=2)=[N+](C)C)C.F[P-](F)(F)(F)(F)F.[NH2:34][C@H:35]([CH2:44][C:45]1[CH:50]=[CH:49][C:48]([C:51]2[CH:56]=[C:55]([Cl:57])[CH:54]=[CH:53][C:52]=2[F:58])=[CH:47][CH:46]=1)[CH2:36][C@:37]([CH2:42][OH:43])([CH3:41])[C:38]([OH:40])=[O:39].CCN(C(C)C)C(C)C, predict the reaction product. (4) Given the reactants N[C:2]1[S:3][C:4]2[CH:10]=[C:9]([C:11]3[CH:12]=[C:13]([N:23]4[CH:28]=[CH:27][C:26](=[O:29])[NH:25][C:24]4=[O:30])[CH:14]=[C:15]([C:19]([CH3:22])([CH3:21])[CH3:20])[C:16]=3[O:17][CH3:18])[CH:8]=[CH:7][C:5]=2[N:6]=1.N(OCCC(C)C)=O, predict the reaction product. The product is: [S:3]1[C:4]2[CH:10]=[C:9]([C:11]3[CH:12]=[C:13]([N:23]4[CH:28]=[CH:27][C:26](=[O:29])[NH:25][C:24]4=[O:30])[CH:14]=[C:15]([C:19]([CH3:22])([CH3:21])[CH3:20])[C:16]=3[O:17][CH3:18])[CH:8]=[CH:7][C:5]=2[N:6]=[CH:2]1.